From a dataset of NCI-60 drug combinations with 297,098 pairs across 59 cell lines. Regression. Given two drug SMILES strings and cell line genomic features, predict the synergy score measuring deviation from expected non-interaction effect. (1) Drug 1: C1CCN(CC1)CCOC2=CC=C(C=C2)C(=O)C3=C(SC4=C3C=CC(=C4)O)C5=CC=C(C=C5)O. Drug 2: C1C(C(OC1N2C=NC3=C(N=C(N=C32)Cl)N)CO)O. Cell line: OVCAR-8. Synergy scores: CSS=29.7, Synergy_ZIP=5.14, Synergy_Bliss=3.74, Synergy_Loewe=-20.4, Synergy_HSA=-0.321. (2) Drug 1: C1=CN(C=N1)CC(O)(P(=O)(O)O)P(=O)(O)O. Drug 2: C1CNP(=O)(OC1)N(CCCl)CCCl. Cell line: 786-0. Synergy scores: CSS=3.63, Synergy_ZIP=3.15, Synergy_Bliss=-1.68, Synergy_Loewe=2.52, Synergy_HSA=-0.722. (3) Drug 1: C1=CC=C(C=C1)NC(=O)CCCCCCC(=O)NO. Drug 2: C1CC(=O)NC(=O)C1N2C(=O)C3=CC=CC=C3C2=O. Cell line: SF-268. Synergy scores: CSS=1.69, Synergy_ZIP=0.123, Synergy_Bliss=3.12, Synergy_Loewe=-8.08, Synergy_HSA=-1.30. (4) Drug 1: C1=CC(=CC=C1CC(C(=O)O)N)N(CCCl)CCCl.Cl. Drug 2: CC(C)NC(=O)C1=CC=C(C=C1)CNNC.Cl. Cell line: EKVX. Synergy scores: CSS=-4.53, Synergy_ZIP=0.350, Synergy_Bliss=-5.03, Synergy_Loewe=-8.39, Synergy_HSA=-7.48. (5) Drug 1: CN1C(=O)N2C=NC(=C2N=N1)C(=O)N. Drug 2: CCC1=C2N=C(C=C(N2N=C1)NCC3=C[N+](=CC=C3)[O-])N4CCCCC4CCO. Cell line: HT29. Synergy scores: CSS=35.5, Synergy_ZIP=3.70, Synergy_Bliss=3.82, Synergy_Loewe=-45.2, Synergy_HSA=0.687. (6) Drug 1: CCC1=CC2CC(C3=C(CN(C2)C1)C4=CC=CC=C4N3)(C5=C(C=C6C(=C5)C78CCN9C7C(C=CC9)(C(C(C8N6C)(C(=O)OC)O)OC(=O)C)CC)OC)C(=O)OC.C(C(C(=O)O)O)(C(=O)O)O. Drug 2: C1=CC=C(C(=C1)C(C2=CC=C(C=C2)Cl)C(Cl)Cl)Cl. Cell line: MDA-MB-435. Synergy scores: CSS=56.0, Synergy_ZIP=5.37, Synergy_Bliss=7.10, Synergy_Loewe=-29.1, Synergy_HSA=7.12. (7) Drug 1: CC=C1C(=O)NC(C(=O)OC2CC(=O)NC(C(=O)NC(CSSCCC=C2)C(=O)N1)C(C)C)C(C)C. Drug 2: C1CCC(C(C1)N)N.C(=O)(C(=O)[O-])[O-].[Pt+4]. Cell line: T-47D. Synergy scores: CSS=20.3, Synergy_ZIP=-0.744, Synergy_Bliss=7.27, Synergy_Loewe=2.40, Synergy_HSA=7.96. (8) Drug 1: C1CC(C1)(C(=O)O)C(=O)O.[NH2-].[NH2-].[Pt+2]. Drug 2: CC1=C2C(C(=O)C3(C(CC4C(C3C(C(C2(C)C)(CC1OC(=O)C(C(C5=CC=CC=C5)NC(=O)OC(C)(C)C)O)O)OC(=O)C6=CC=CC=C6)(CO4)OC(=O)C)O)C)O. Cell line: NCI-H226. Synergy scores: CSS=5.13, Synergy_ZIP=-0.921, Synergy_Bliss=-0.955, Synergy_Loewe=1.19, Synergy_HSA=-0.978. (9) Drug 1: C1CN1C2=NC(=NC(=N2)N3CC3)N4CC4. Drug 2: CC1=C(N=C(N=C1N)C(CC(=O)N)NCC(C(=O)N)N)C(=O)NC(C(C2=CN=CN2)OC3C(C(C(C(O3)CO)O)O)OC4C(C(C(C(O4)CO)O)OC(=O)N)O)C(=O)NC(C)C(C(C)C(=O)NC(C(C)O)C(=O)NCCC5=NC(=CS5)C6=NC(=CS6)C(=O)NCCC[S+](C)C)O. Cell line: MCF7. Synergy scores: CSS=19.4, Synergy_ZIP=-3.76, Synergy_Bliss=2.94, Synergy_Loewe=0.286, Synergy_HSA=4.40.